From a dataset of Catalyst prediction with 721,799 reactions and 888 catalyst types from USPTO. Predict which catalyst facilitates the given reaction. (1) Reactant: [H-].[Al+3].[Li+].[H-].[H-].[H-].[NH:7]1[C:12](=O)[CH2:11][O:10][C:9]2[CH:14]=[CH:15][C:16]3[C:21]([C:8]1=2)=[CH:20][CH:19]=[CH:18][CH:17]=3.O.[OH-].[Na+]. Product: [NH:7]1[CH2:12][CH2:11][O:10][C:9]2[CH:14]=[CH:15][C:16]3[C:21]([C:8]1=2)=[CH:20][CH:19]=[CH:18][CH:17]=3. The catalyst class is: 7. (2) Reactant: [OH:1][C:2]([CH3:22])([CH3:21])[C@H:3]([NH:10][S:11]([C:14]1[CH:19]=[CH:18][C:17]([CH3:20])=[CH:16][CH:15]=1)(=[O:13])=[O:12])[C:4]1[CH:9]=[CH:8][CH:7]=[CH:6][CH:5]=1.[O:23]=[S:24](Cl)Cl.N1C=CC=CC=1. Product: [CH3:21][C:2]1([CH3:22])[O:1][S@:24](=[O:23])[N:10]([S:11]([C:14]2[CH:15]=[CH:16][C:17]([CH3:20])=[CH:18][CH:19]=2)(=[O:13])=[O:12])[C@@H:3]1[C:4]1[CH:5]=[CH:6][CH:7]=[CH:8][CH:9]=1. The catalyst class is: 1. (3) Reactant: C(N(CC)CC)C.[CH:8]([C:10]1[C:14]2[CH:15]=[N:16][CH:17]=[CH:18][C:13]=2[N:12](C(OC(C)(C)C)=O)[CH:11]=1)=[O:9].[CH:26](=[N:33][C:34]1[CH:39]=[CH:38][CH:37]=[C:36]([O:40][CH3:41])[CH:35]=1)[C:27]1[CH:32]=[CH:31][CH:30]=[CH:29][CH:28]=1. Product: [CH3:41][O:40][C:36]1[CH:35]=[C:34]([NH:33][CH:26]([C:27]2[CH:32]=[CH:31][CH:30]=[CH:29][CH:28]=2)[C:8]([C:10]2[C:14]3[CH:15]=[N:16][CH:17]=[CH:18][C:13]=3[NH:12][CH:11]=2)=[O:9])[CH:39]=[CH:38][CH:37]=1. The catalyst class is: 433. (4) Reactant: [CH:1]([S:4]([C:7]1[CH:12]=[CH:11][C:10]([C:13]2[N:14]=[C:15]3[C:21]([N:22]4[CH2:30][C:29]5[C:28]([C:31]#[N:32])=[CH:27][CH:26]=[CH:25][C:24]=5[C:23]4=[O:33])=[CH:20][N:19](C(C4C=CC=CC=4)(C4C=CC=CC=4)C4C=CC=CC=4)[C:16]3=[N:17][CH:18]=2)=[CH:9][CH:8]=1)(=[O:6])=[O:5])([CH3:3])[CH3:2].CO.[BH4-].[Na+]. Product: [NH2:32][CH2:31][C:28]1[CH:27]=[CH:26][CH:25]=[C:24]2[C:29]=1[CH2:30][N:22]([C:21]1[C:15]3[C:16](=[N:17][CH:18]=[C:13]([C:10]4[CH:11]=[CH:12][C:7]([S:4]([CH:1]([CH3:3])[CH3:2])(=[O:6])=[O:5])=[CH:8][CH:9]=4)[N:14]=3)[NH:19][CH:20]=1)[C:23]2=[O:33]. The catalyst class is: 2. (5) Reactant: [NH2:1][CH:2]([CH:7]([C:9]1[C:17]2[C:12](=[CH:13][CH:14]=[CH:15][CH:16]=2)[NH:11][CH:10]=1)[CH3:8])[C:3]([O:5][CH3:6])=[O:4].[C:18]([N:26]1[CH2:31][CH2:30][CH:29]([C:32](O)=[O:33])[CH2:28][CH2:27]1)(=[O:25])[C:19]1[CH:24]=[CH:23][CH:22]=[CH:21][CH:20]=1.CCN=C=NCCCN(C)C.C1C=CC2N(O)N=NC=2C=1.C(=O)([O-])[O-].[Na+].[Na+]. Product: [C:18]([N:26]1[CH2:31][CH2:30][CH:29]([C:32]([NH:1][CH:2]([CH:7]([C:9]2[C:17]3[C:12](=[CH:13][CH:14]=[CH:15][CH:16]=3)[NH:11][CH:10]=2)[CH3:8])[C:3]([O:5][CH3:6])=[O:4])=[O:33])[CH2:28][CH2:27]1)(=[O:25])[C:19]1[CH:20]=[CH:21][CH:22]=[CH:23][CH:24]=1. The catalyst class is: 54. (6) Reactant: [OH:1][C@@:2]1([CH2:22][O:23][CH3:24])[CH2:7][CH2:6][CH2:5][CH2:4][C@H:3]1[N:8]1[C:12]([C:13]2[CH:18]=[CH:17][CH:16]=[CH:15][CH:14]=2)=[C:11]([C:19](O)=[O:20])[N:10]=[CH:9]1.[Cl:25][C:26]1[CH:45]=[C:44]([Cl:46])[CH:43]=[CH:42][C:27]=1[CH2:28][C@H:29]1[NH:34][CH2:33][CH2:32][N:31]([C:35]([O:37][C:38]([CH3:41])([CH3:40])[CH3:39])=[O:36])[CH2:30]1.CCN=C=NCCCN(C)C.Cl.C1C=CC2N(O)N=NC=2C=1.C(=O)([O-])O.[Na+]. Product: [Cl:25][C:26]1[CH:45]=[C:44]([Cl:46])[CH:43]=[CH:42][C:27]=1[CH2:28][C@H:29]1[N:34]([C:19]([C:11]2[N:10]=[CH:9][N:8]([C@@H:3]3[CH2:4][CH2:5][CH2:6][CH2:7][C@@:2]3([OH:1])[CH2:22][O:23][CH3:24])[C:12]=2[C:13]2[CH:18]=[CH:17][CH:16]=[CH:15][CH:14]=2)=[O:20])[CH2:33][CH2:32][N:31]([C:35]([O:37][C:38]([CH3:41])([CH3:40])[CH3:39])=[O:36])[CH2:30]1. The catalyst class is: 3.